Dataset: HIV replication inhibition screening data with 41,000+ compounds from the AIDS Antiviral Screen. Task: Binary Classification. Given a drug SMILES string, predict its activity (active/inactive) in a high-throughput screening assay against a specified biological target. The compound is O=C1c2ccccc2C(=O)C1c1ccc2c(ccc3ccccc32)n1. The result is 0 (inactive).